From a dataset of Human Reference Interactome with 51,813 positive PPI pairs across 8,248 proteins, plus equal number of experimentally-validated negative pairs. Binary Classification. Given two protein amino acid sequences, predict whether they physically interact or not. (1) Protein 1 (ENSG00000162592) has sequence MFEAIFPSTPQARLKRDPREKPGLSSFRSTFRQQSSLGLCIPRLMLPKEASPSQRHSSMSSSMARALVLLQSMASRDARCPEWKPHQKPRTLSKSVQTISRYYRKTSEPKDAASLTGFMSKMELRRVFPTHPDCPQFSTRATSMSHCGSPTEADLSGEIDNSSETWRGTQDLFLARRGSDTNVDGYLLPFSKSICEFDYLRKRRKSQTLSPVTSSSVASQSCLRKRMPWYLSVIHEKDHCLSELEIQVQKKDEEILLLQEEREALKMQLKCLLKGKGQETSMSPGRREQLSDASLKLGRL.... Protein 2 (ENSG00000149218) has sequence MGTARWLALGSLFALAGLLEGRLVGEEEAGFGECDKFFYAGTPPAGLAADSHVKICQRAEGAERFATLYSTRDRIPVYSAFRAPRPAPGGAEQRWLVEPQIDDPNSNLEEAINEAEAITSVNSLGSKQALNTDYLDSDYQRGQLYPFSLSSDVQVATFTLTNSAPMTQSFQERWYVNLHSLMDRALTPQCGSGEDLYILTGTVPSDYRVKDKVAVPEFVWLAACCAVPGGGWAMGFVKHTRDSDIIEDVMVKDLQKLLPFNPQLFQNNCGETEQDTEKMKKILEVVNQIQDEERMVQSQK.... Result: 0 (the proteins do not interact). (2) Protein 1 (ENSG00000154781) has sequence MDRRKKPLDVTASSLVDLKAELFRKQEEFKQEKLLKDSGVFGKPKTTNKKPSIWSKQNVGVSNRAEKDAEQKIEEQKTLDKAREKLEEKAKLYEKMTKGDFIDEEVEDMYLVDFTQKIIDKRKEMEASGAHRDSQKAGERDDDEENLPEGEIPPPQDPSEEWVDYVDSLGRSRRCMRKDLPDLLEMDKNLQGRLFISPANEKTLLSEDMRKELQRQQWEEEEREALKRPMGPVHYEDIRENDGDVIGPLPPEPEAVPTPRPAAQSSKVEVIVQERKDTKPGVPHIREWDRGKEFSFGYWS.... Protein 2 (ENSG00000204897) has sequence MSLRLSSASRRSCPRPTTGSLRLYGGGTSFGTGNSCGISGIGSGFSSAFGGSSSGGNTGGGNPCAGFTVNERGLLSGNEKVTMQNLNDRLASYLDSVHALEEANADLEQKIKGWYEKFGPGSCRGLDHDYSRYFPIIDDLKNQIIASTTSNANAVLQIDNARLTADDFRLKYENELALHQSVEADVNGLRRVLDEITLCRTDLEIQYETLSEEMTYLKKNHKEEMQVLQCAAGGNVNVEMNAAPGVDLTVLLNNMRAEYEALAEQNRRDAEAWFNEKSASLQQQISEDVGATTSARNELT.... Result: 0 (the proteins do not interact). (3) Protein 1 (ENSG00000101811) has sequence MAGLTVRDPAVDRSLRSVFVGNIPYEATEEQLKDIFSEVGPVVSFRLVYDRETGKPKGYGFCEYQDQETALSAMRNLNGREFSGRALRVDNAASEKNKEELKSLGTGAPVIESPYGETISPEDAPESISKAVASLPPEQMFELMKQMKLCVQNSPQEARNMLLQNPQLAYALLQAQVVMRIVDPEIALKILHRQTNIPTLIAGNPQPVHGAGPGSGSNVSMNQQNPQAPQAQSLGGMHVNGAPPLMQASMQGGVPAPGQMPAAVTGPGPGSLAPGGGMQAQVGMPGSGPVSMERGQVPMQ.... Protein 2 (ENSG00000119431) has sequence MAHRLQIRLLTWDVKDTLLRLRHPLGEAYATKARAHGLEVEPSALEQGFRQAYRAQSHSFPNYGLSHGLTSRQWWLDVVLQTFHLAGVQDAQAVAPIAEQLYKDFSHPCTWQVLDGAEDTLRECRTRGLRLAVISNFDRRLEGILGGLGLREHFDFVLTSEAAGWPKPDPRIFQEALRLAHMEPVVAAHVGDNYLCDYQGPRAVGMHSFLVVGPQALDPVVRDSVPKEHILPSLAHLLPALDCLEGSTPGL*. Result: 1 (the proteins interact). (4) Protein 1 (ENSG00000130762) has sequence MAQRHSDSSLEEKLLGHRFHSELRLDAGGNPASGLPMVRGSPRVRDDAAFQPQVPAPPQPRPPGHEEPWPIVLSTESPAALKLGTQQLIPKSLAVASKAKTPARHQSFGAAVLSREAARRDPKLLPAPSFSLDDMDVDKDPGGMLRRNLRNQSYRAAMKGLGKPGGQGDAIQLSPKLQALAEEPSQPHTRSPAKNKKTLGRKRGHKGSFKDDPQLYQEIQERGLNTSQESDDDILDESSSPEGTQKVDATIVVKSYRPAQVTWSQLPEVVELGILDQLSTEERKRQEAMFEILTSEFSYQ.... Protein 2 (ENSG00000169297) has sequence MAGENHQWQGSILYNMLMSAKQTRAAPEAPETRLVDQCWGCSCGDEPGVGREGLLGGRNVALLYRCCFCGKDHPRQGSILYSMLTSAKQTYAAPKAPEATLGPCWGCSCGSDPGVGRAGLPGGRPVALLYRCCFCGEDHPRQGSILYSLLTSSKQTHVAPAAPEARPGGAWWDRSYFAQRPGGKEALPGGRATALLYRCCFCGEDHPQQGSTLYCVPTSTNQAQAAPEERPRAPWWDTSSGALRPVALKSPQVVCEAASAGLLKTLRFVKYLPCFQVLPLDQQLVLVRNCWASLLMLELA.... Result: 0 (the proteins do not interact). (5) Protein 1 (ENSG00000205060) has sequence MRPALAVGLVFAGCCSNVIFLELLARKHPGCGNIVTFAQFLFIAVEGFLFEADLGRKPPAIPIRYYAIMVTMFFTVSVVNNYALNLNIAMPLHMIFRSGSLIANMILGIIILKKRYSIFKYTSIALVSVGIFICTFMSAKQVTSQSSLSENDGFQAFVWWLLGIGALTFALLMSARMGIFQETLYKRFGKHSKEALFYNHALPLPGFVFLASDIYDHAVLFNKSELYEIPVIGVTLPIMWFYLLMNIITQYVCIRGVFILTTECASLTVTLVVTLRKFVSLIFSILYFQNPFTLWHWLGT.... Protein 2 (ENSG00000136718) has sequence MLRREARLRREYLYRKAREEAQRSAQERKERLRRALEENRLIPTELRREALALQGSLEFDDAGGEGVTSHVDDEYRWAGVEDPKVMITTSRDPSSRLKMFAKELKLVFPGAQRMNRGRHEVGALVRACKANGVTDLLVVHEHRGTPVGLIVSHLPFGPTAYFTLCNVVMRHDIPDLGTMSEAKPHLITHGFSSRLGKRVSDILRYLFPVPKDDSHRVITFANQDDYISFRHHVYKKTDHRNVELTEVGPRFELKLYMIRLGTLEQEATADVEWRWHPYTNTARKRVFLSTE*MLRREARL.... Result: 0 (the proteins do not interact). (6) Protein 1 (ENSG00000110367) has sequence MSTARTENPVIMGLSSQNGQLRGPVKPTGGPGGGGTQTQQQMNQLKNTNTINNGTQQQAQSMTTTIKPGDDWKKTLKLPPKDLRIKTSDVTSTKGNEFEDYCLKRELLMGIFEMGWEKPSPIQEESIPIALSGRDILARAKNGTGKSGAYLIPLLERLDLKKDNIQAMVIVPTRELALQVSQICIQVSKHMGGAKVMATTGGTNLRDDIMRLDDTVHVVIATPGRILDLIKKGVAKVDHVQMIVLDEADKLLSQDFVQIMEDIILTLPKNRQILLYSATFPLSVQKFMNSHLQKPYEINL.... Protein 2 (ENSG00000183092) has sequence MEKLSALQEQKGELRKRLSYTTHKLEKLETEFDSTRHYLEIELRRAQEELEKVTEKLRRIQSNYMALQRINQELEDKLYRMGQHYEEEKRALSHEIVALNSHLLEAKVTIDKLSEDNELYRKDCNLAAQLLQCSQTYGRVHKVSELPSDFQERVSLHMEKHGCSLPSPLCHPAYADSVPTCVIAKVLEKPDPASLSSRLSDASARDLAFCDGVEKPGPRPPYKGDIYCSDTALYCPEERRRDRRPSVDAPVTDVGFLRAQNSTDSAAEEEEEAEAAAFPAGFQHEAFPSYAGSLPTSSSY.... Result: 1 (the proteins interact). (7) Protein 2 (ENSG00000141699) has sequence MAEAEGVPTTPGPASGSTFRGRRDVSGSWERDQQVEAAQRALVEVLGPYEPLLSRVQAALVWERPARSALWCLGLNAAFWFFALTSLRLVFLLAFGLMIIVCIDQWKNKIWPEIKVPRPDALDNESWGFVHPRLLSVPELCHHVAEVWVSGTIFIRNVLLFKKQNPGKFCLLSCGILTFLAVLGRYVPGLLLSYLMLVTVMMWPLAVYHRLWDRAYVRLKPALQRLDFSVRGYMMSKQRERQLRRRALHPERAMDNHSDSEEELAAFCPQLDDSTVARELAITDSEHSDAEVSCTDNGTF.... Result: 1 (the proteins interact). Protein 1 (ENSG00000101460) has sequence MPSDRPFKQRRSFADRCKEVQQIRDQHPSKIPVIIERYKGEKQLPVLDKTKFLVPDHVNMSELVKIIRRRLQLNPTQAFFLLVNQHSMVSVSTPIADIYEQEKDEDGFLYMVYASQETFGF*MKMRFFSSPCGKAAVDPADRCKEVQQIRDQHPSKIPVIIERYKGEKQLPVLDKTKFLVPDHVNMSELVKIIRRRLQLNPTQAFFLLVNQHSMVSVSTPIADIYEQEKDEDGFLYMVYASQETFGF*. (8) Result: 1 (the proteins interact). Protein 1 (ENSG00000034713) has sequence MKWMFKEDHSLEHRCVESAKIRAKYPDRVPVIVEKVSGSQIVDIDKRKYLVPSDITVAQFMWIIRKRIQLPSEKAIFLFVDKTVPQSSLTMGQLYEKEKDEDGFLYVAYSGENTFGF*MKWMFKEDHSLEHRCVESAKIRAKYPDRVPVIVEKVSGSQIVDIDKRKYLVPSDITVAQFMWIIRKRIQLPSEKAIFLFVDKTVPQSR*MWIIRKRIQLPSEKAIFLFVDKTVPQSSLTMGQLYEKEKDEDGFLYVAYSGENTFGF*MKWMFKEDHSLEHRCVESAKIRAKYPDRVPPNYGT.... Protein 2 (ENSG00000106052) has sequence MTSFQEVPLQTSNFAHVIFQNVAKSYLPNAHLECHYTLTPYIHPHPKDWVGIFKVGWSTARDYYTFLWSPMPEHYVEGSTVNCVLAFQGYYLPNDDGEFYQFCYVTHKGEIRGASTPFQFRASSPVEELLTMEDEGNSDMLVVTTKAGLLELKIEKTMKEKEELLKLIAVLEKETAQLREQVGRMERELNHEKERCDQLQAEQKGLTEVTQSLKMENEEFKKRFSDATSKAHQLEEDIVSVTHKAIEKETELDSLKDKLKKAQHEREQLECQLKTEKDEKELYKVHLKNTEIENTKLMSE....